From a dataset of Reaction yield outcomes from USPTO patents with 853,638 reactions. Predict the reaction yield, written as a fraction of the theoretical maximum amount of product (1.0 means a 100% yield; for example, 0.34 means a 34% yield). (1) The reactants are [NH2:1][C:2]1[N:7]2[N:8]=[C:9]([C:11]3[O:12][CH:13]=[CH:14][CH:15]=3)[N:10]=[C:6]2[CH:5]=[C:4]([C:16]2C=CC=CC=2C=O)[N:3]=1.NC1N2N=[C:32]([C:34]3OC=CC=3)[N:33]=[C:29]2[CH:28]=[C:27](C=O)[N:26]=1.[ClH:41].C([O:45][CH2:46][CH3:47])(=O)C. No catalyst specified. The product is [ClH:41].[ClH:41].[NH2:1][C:2]1[N:7]2[N:8]=[C:9]([C:11]3[O:12][CH:13]=[CH:14][CH:15]=3)[N:10]=[C:6]2[CH:5]=[C:4]([CH2:16][NH:26][CH2:27][CH2:28][CH2:29][N:33]2[CH2:32][CH2:34][CH2:47][C:46]2=[O:45])[N:3]=1. The yield is 0.390. (2) The reactants are CS[C:3]1[N:4]=[CH:5][C:6]2[C:12](=[O:13])[NH:11][CH:10]=[C:9]([C:14]3[C:22]4[C:17](=[CH:18][C:19]([C:23]([F:26])([F:25])[F:24])=[CH:20][CH:21]=4)[N:16]([S:27]([C:30]4[CH:35]=[CH:34][C:33]([CH3:36])=[CH:32][CH:31]=4)(=[O:29])=[O:28])[CH:15]=3)[C:7]=2[N:8]=1.[C@@H:37]1([NH2:44])[CH2:42][CH2:41][CH2:40][CH2:39][C@@H:38]1[NH2:43]. The catalyst is O. The product is [NH2:43][C@H:38]1[CH2:39][CH2:40][CH2:41][CH2:42][C@H:37]1[NH:44][C:3]1[N:4]=[CH:5][C:6]2[C:12](=[O:13])[NH:11][CH:10]=[C:9]([C:14]3[C:22]4[C:17](=[CH:18][C:19]([C:23]([F:25])([F:24])[F:26])=[CH:20][CH:21]=4)[N:16]([S:27]([C:30]4[CH:31]=[CH:32][C:33]([CH3:36])=[CH:34][CH:35]=4)(=[O:29])=[O:28])[CH:15]=3)[C:7]=2[N:8]=1. The yield is 0.240. (3) The reactants are [CH3:1][O:2][C:3]1[CH:8]=[CH:7][C:6]([CH2:9][N:10]2[C:14]3[N:15]=C(O)[CH:17]=[C:18](O)[C:13]=3[CH:12]=[N:11]2)=[CH:5][CH:4]=1.C1(P(Cl)([Cl:29])=O)C=CC=CC=1.[OH-].[Na+].[CH2:33]([Cl:35])Cl. No catalyst specified. The product is [Cl:29][C:18]1[CH:17]=[C:33]([Cl:35])[N:15]=[C:14]2[N:10]([CH2:9][C:6]3[CH:7]=[CH:8][C:3]([O:2][CH3:1])=[CH:4][CH:5]=3)[N:11]=[CH:12][C:13]=12. The yield is 0.360. (4) The reactants are FC(F)(F)S(O[C:7]1[CH:16]=[CH:15][C:14]2[N:13]([C:17](=[O:19])[CH3:18])[CH:12]([CH:20]3[CH2:22][CH2:21]3)[CH:11]([CH3:23])[CH:10]([NH:24][C:25]3[CH:30]=[CH:29][CH:28]=[CH:27][CH:26]=3)[C:9]=2[N:8]=1)(=O)=O.C(=O)([O-])[O-].[K+].[K+].[CH3:39][NH:40][C:41](=[O:57])[C:42]1[CH:47]=[CH:46][C:45](B2OC(C)(C)C(C)(C)O2)=[CH:44][N:43]=1. The catalyst is O1CCOCC1.O.CO.C1C=CC(P(C2C=CC=CC=2)[C-]2C=CC=C2)=CC=1.C1C=CC(P(C2C=CC=CC=2)[C-]2C=CC=C2)=CC=1.Cl[Pd]Cl.[Fe+2]. The product is [C:17]([N:13]1[C@@H:12]([CH:20]2[CH2:21][CH2:22]2)[C@H:11]([CH3:23])[C@@H:10]([NH:24][C:25]2[CH:26]=[CH:27][CH:28]=[CH:29][CH:30]=2)[C:9]2[N:8]=[C:7]([C:45]3[CH:46]=[CH:47][C:42]([C:41]([NH:40][CH3:39])=[O:57])=[N:43][CH:44]=3)[CH:16]=[CH:15][C:14]1=2)(=[O:19])[CH3:18]. The yield is 0.190. (5) The reactants are Cl[C:2]1[C:11]2[C:6](=[CH:7][CH:8]=[CH:9][C:10]=2[F:12])[N:5]=[CH:4][N:3]=1.[NH2:13][C:14]1[CH:19]=[CH:18][C:17]([OH:20])=[C:16]([CH3:21])[CH:15]=1.N. The catalyst is C(O)(C)C. The product is [CH3:21][C:16]1[CH:15]=[C:14]([NH:13][C:2]2[C:11]3[C:6](=[CH:7][CH:8]=[CH:9][C:10]=3[F:12])[N:5]=[CH:4][N:3]=2)[CH:19]=[CH:18][C:17]=1[OH:20]. The yield is 0.820. (6) The reactants are [ClH:1].[CH3:2][N:3]([CH3:15])[CH2:4][CH2:5][CH2:6][C:7]1[CH:8]=[C:9]([NH2:14])[C:10]([CH3:13])=[N:11][CH:12]=1.C(#N)C.Cl.[Cl:20][C:21]([NH2:23])=[NH:22]. The catalyst is C(O)(=O)C. The product is [ClH:20].[ClH:1].[ClH:20].[CH3:15][N:3]([CH3:2])[CH2:4][CH2:5][CH2:6][C:7]1[CH:8]=[C:9]([NH:14][C:21]([NH2:23])=[NH:22])[C:10]([CH3:13])=[N:11][CH:12]=1. The yield is 0.850.